Task: Predict the reaction yield, written as a fraction of the theoretical maximum amount of product (1.0 means a 100% yield; for example, 0.34 means a 34% yield).. Dataset: Reaction yield outcomes from USPTO patents with 853,638 reactions The reactants are [OH-].[Na+].[CH2:3]([O:10][C:11]([N:13]1[CH2:17][C:16](=[CH2:18])[CH2:15][NH:14]1)=[O:12])[C:4]1[CH:9]=[CH:8][CH:7]=[CH:6][CH:5]=1.[F:19][C:20]1[CH:25]=[CH:24][C:23]([CH2:26][C:27](Cl)=[O:28])=[CH:22][CH:21]=1. The catalyst is O.C(Cl)Cl.O. The product is [CH2:3]([O:10][C:11]([N:13]1[CH2:17][C:16](=[CH2:18])[CH2:15][N:14]1[C:27](=[O:28])[CH2:26][C:23]1[CH:24]=[CH:25][C:20]([F:19])=[CH:21][CH:22]=1)=[O:12])[C:4]1[CH:5]=[CH:6][CH:7]=[CH:8][CH:9]=1. The yield is 0.620.